This data is from Full USPTO retrosynthesis dataset with 1.9M reactions from patents (1976-2016). The task is: Predict the reactants needed to synthesize the given product. (1) Given the product [Cl:10][C:4]1[CH:3]=[C:2]([CH:9]=[CH:8][C:5]=1[C:6]#[N:7])[NH:1][C:37](=[O:38])[C:36]1[CH:41]=[CH:42][C:33]([C@H:30]2[O:29][CH2:28][C@H:27]([S:26][C@H:24]([CH3:25])[C@:23]([C:17]3[CH:18]=[CH:19][C:20]([F:22])=[CH:21][C:16]=3[F:15])([OH:49])[CH2:43][N:44]3[CH:48]=[N:47][CH:46]=[N:45]3)[CH2:32][O:31]2)=[CH:34][CH:35]=1, predict the reactants needed to synthesize it. The reactants are: [NH2:1][C:2]1[CH:9]=[CH:8][C:5]([C:6]#[N:7])=[C:4]([Cl:10])[CH:3]=1.C[Al](C)C.[F:15][C:16]1[CH:21]=[C:20]([F:22])[CH:19]=[CH:18][C:17]=1[C@@:23]([OH:49])([CH2:43][N:44]1[CH:48]=[N:47][CH:46]=[N:45]1)[C@H:24]([S:26][C@@H:27]1[CH2:32][O:31][C@@H:30]([C:33]2[CH:42]=[CH:41][C:36]([C:37](OC)=[O:38])=[CH:35][CH:34]=2)[O:29][CH2:28]1)[CH3:25]. (2) Given the product [F:46][C:9]1([F:8])[CH2:11][CH:10]1[C:12]([NH:14][C:15]1[CH:16]=[C:17]2[C:21](=[CH:22][CH:23]=1)[NH:20][N:19]=[C:18]2[C:30]1[NH:34][C:33]2[CH:35]=[CH:36][C:37]([N:39]3[CH2:44][CH2:43][O:42][CH:41]([CH3:45])[CH2:40]3)=[CH:38][C:32]=2[N:31]=1)=[O:13], predict the reactants needed to synthesize it. The reactants are: C(O)(C(F)(F)F)=O.[F:8][C:9]1([F:46])[CH2:11][CH:10]1[C:12]([NH:14][C:15]1[CH:16]=[C:17]2[C:21](=[CH:22][CH:23]=1)[N:20](C1CCCCO1)[N:19]=[C:18]2[C:30]1[NH:34][C:33]2[CH:35]=[CH:36][C:37]([N:39]3[CH2:44][CH2:43][O:42][CH:41]([CH3:45])[CH2:40]3)=[CH:38][C:32]=2[N:31]=1)=[O:13]. (3) Given the product [CH:14]1([CH2:18][NH:19][C:20]([C:22]2[N:23]=[N:24][C:25]([N:28]3[CH2:33][CH2:32][N:31]([C:5](=[O:7])[C:4]4[CH:8]=[CH:9][CH:10]=[CH:11][C:3]=4[C:2]([F:1])([F:13])[F:12])[CH2:30][CH2:29]3)=[CH:26][CH:27]=2)=[O:21])[CH2:17][CH2:16][CH2:15]1, predict the reactants needed to synthesize it. The reactants are: [F:1][C:2]([F:13])([F:12])[C:3]1[CH:11]=[CH:10][CH:9]=[CH:8][C:4]=1[C:5]([OH:7])=O.[CH:14]1([CH2:18][NH:19][C:20]([C:22]2[N:23]=[N:24][C:25]([N:28]3[CH2:33][CH2:32][NH:31][CH2:30][CH2:29]3)=[CH:26][CH:27]=2)=[O:21])[CH2:17][CH2:16][CH2:15]1. (4) The reactants are: [Si](C=[N+]=[N-])(C)(C)[CH3:2].[C:8]([C:10]1[CH:15]=[CH:14][C:13]([CH:16]2[CH2:21][CH2:20][N:19]([C:22]([C:24]3[C:25]([CH3:37])=[CH:26][C:27]([CH:33]4[CH2:36][CH2:35][CH2:34]4)=[C:28]([CH:32]=3)[C:29](Cl)=[O:30])=[O:23])[CH2:18][CH2:17]2)=[CH:12][CH:11]=1)#[N:9].[BrH:38]. Given the product [Br:38][CH2:2][C:29]([C:28]1[C:27]([CH:33]2[CH2:36][CH2:35][CH2:34]2)=[CH:26][C:25]([CH3:37])=[C:24]([CH:32]=1)[C:22]([N:19]1[CH2:20][CH2:21][CH:16]([C:13]2[CH:14]=[CH:15][C:10]([C:8]#[N:9])=[CH:11][CH:12]=2)[CH2:17][CH2:18]1)=[O:23])=[O:30], predict the reactants needed to synthesize it.